Task: Predict the reactants needed to synthesize the given product.. Dataset: Full USPTO retrosynthesis dataset with 1.9M reactions from patents (1976-2016) (1) Given the product [CH:32]([OH:34])=[O:33].[C:7]([C:6]1[CH:9]=[C:10]([C:13]2[O:17][N:16]=[C:15]([C:18]3[CH:27]=[CH:26][CH:25]=[C:24]4[C:19]=3[CH2:20][CH2:21][N:22]([CH2:29][CH2:30][CH2:31][C:32]([O:34][CH2:35][CH3:36])=[O:33])[CH2:23]4)[N:14]=2)[CH:11]=[CH:12][C:5]=1[O:4][CH:2]([CH3:1])[CH3:3])#[N:8], predict the reactants needed to synthesize it. The reactants are: [CH3:1][CH:2]([O:4][C:5]1[CH:12]=[CH:11][C:10]([C:13]2[O:17][N:16]=[C:15]([C:18]3[CH:27]=[CH:26][CH:25]=[C:24]4[C:19]=3[CH2:20][CH2:21][NH:22][CH2:23]4)[N:14]=2)=[CH:9][C:6]=1[C:7]#[N:8])[CH3:3].Br[CH2:29][CH2:30][CH2:31][C:32]([O:34][CH2:35][CH3:36])=[O:33].C([O-])([O-])=O.[Cs+].[Cs+]. (2) Given the product [CH2:23]([NH:30][C:20]([CH:9]1[CH:10]([C:14]2[CH:15]=[CH:16][CH:17]=[CH:18][CH:19]=2)[CH2:11][CH2:12][CH2:13][N:8]1[C:6]([O:5][C:1]([CH3:2])([CH3:3])[CH3:4])=[O:7])=[O:21])[C:24]1[CH:29]=[CH:28][CH:27]=[CH:26][CH:25]=1, predict the reactants needed to synthesize it. The reactants are: [C:1]([O:5][C:6]([N:8]1[CH2:13][CH2:12][CH2:11][CH:10]([C:14]2[CH:19]=[CH:18][CH:17]=[CH:16][CH:15]=2)[CH:9]1[C:20](O)=[O:21])=[O:7])([CH3:4])([CH3:3])[CH3:2].[CH2:23]([NH2:30])[C:24]1[CH:29]=[CH:28][CH:27]=[CH:26][CH:25]=1.ON1C2C=CC=CC=2N=N1.Cl.CN(C)CCCN=C=NCC.C(N(C(C)C)CC)(C)C. (3) Given the product [Br:1][C:2]1[CH:3]=[C:4]([N:9]2[CH2:14][CH2:13][O:12][CH2:11][CH2:10]2)[C:5]([O:8][CH:16]([F:21])[F:20])=[N:6][CH:7]=1, predict the reactants needed to synthesize it. The reactants are: [Br:1][C:2]1[CH:3]=[C:4]([N:9]2[CH2:14][CH2:13][O:12][CH2:11][CH2:10]2)[C:5]([OH:8])=[N:6][CH:7]=1.Cl[C:16]([F:21])([F:20])C([O-])=O.[Na+].[OH-].[Na+].